Predict the reactants needed to synthesize the given product. From a dataset of Full USPTO retrosynthesis dataset with 1.9M reactions from patents (1976-2016). (1) Given the product [NH2:1][C:2]1[N:7]=[CH:6][C:5]([C:22]2[CH:23]=[C:18]([CH:19]=[CH:20][CH:21]=2)[C:14]([O:16][CH3:17])=[O:15])=[N:4][C:3]=1[C:11]([NH:13][CH2:27][CH3:28])=[O:12], predict the reactants needed to synthesize it. The reactants are: [NH2:1][C:2]1[CH:3]=[N:4][C:5](Br)=[CH:6][N:7]=1.CC[C:11]([NH2:13])=[O:12].[C:14]([C:18]1[CH:19]=[C:20](B(O)O)[CH:21]=[CH:22][CH:23]=1)([O:16][CH3:17])=[O:15].[CH2:27](N(CC)CC)[CH3:28]. (2) Given the product [CH3:44][N:45]([CH3:49])[CH2:46][CH2:47][O:48][C:2]1[CH:7]=[CH:6][C:5]([C:8]2[C:16]3[C:11](=[CH:12][CH:13]=[C:14]([C:17]([NH2:18])=[O:53])[CH:15]=3)[NH:10][N:9]=2)=[CH:4][CH:3]=1, predict the reactants needed to synthesize it. The reactants are: O[C:2]1[CH:7]=[CH:6][C:5]([C:8]2[C:16]3[C:11](=[CH:12][CH:13]=[C:14]([C:17]#[N:18])[CH:15]=3)[N:10](C3CCCCO3)[N:9]=2)=[CH:4][CH:3]=1.C1(P(C2C=CC=CC=2)C2C=CC=CC=2)C=CC=CC=1.[CH3:44][N:45]([CH3:49])[CH2:46][CH2:47][OH:48].N(C(OCC)=O)=NC(OCC)=[O:53]. (3) Given the product [C:17]([O:16][C:11](=[O:13])[NH:10][C@H:8]([C:5]1[CH:4]=[CH:3][C:2]([Br:1])=[CH:7][N:6]=1)[CH3:9])([CH3:20])([CH3:19])[CH3:18], predict the reactants needed to synthesize it. The reactants are: [Br:1][C:2]1[CH:3]=[CH:4][C:5]([C@@H:8]([NH:10][C:11](=[O:13])C)[CH3:9])=[N:6][CH:7]=1.C(OC([O:16][C:17]([CH3:20])([CH3:19])[CH3:18])=O)([O:16][C:17]([CH3:20])([CH3:19])[CH3:18])=O.O.[OH-].[Li+].O. (4) Given the product [CH3:1][C:2]1[CH:3]=[CH:4][C:5]2[C:15]([C:16]([F:19])([F:18])[F:17])=[C:8]([C:9]([O:11][CH2:12][CH3:13])=[O:10])[O:7][C:6]=2[CH:14]=1, predict the reactants needed to synthesize it. The reactants are: [CH3:1][C:2]1[CH:3]=[CH:4][C:5]([C:15](=O)[C:16]([F:19])([F:18])[F:17])=[C:6]([CH:14]=1)[O:7][CH2:8][C:9]([O:11][CH2:12][CH3:13])=[O:10].C([O-])([O-])=O.[K+].[K+]. (5) Given the product [NH2:32][C:30]1[CH:31]=[C:16]([F:15])[C:17]([O:35][CH2:40][CH2:39][CH2:38][O:37][CH3:36])=[C:18]([CH:29]=1)[CH2:19][N:20]([CH3:28])[C:21](=[O:27])[O:22][C:23]([CH3:26])([CH3:25])[CH3:24], predict the reactants needed to synthesize it. The reactants are: CC(OC(/N=N/C(OC(C)C)=O)=O)C.[F:15][C:16]1[C:17]([OH:35])=[C:18]([CH:29]=[C:30]([N+:32]([O-])=O)[CH:31]=1)[CH2:19][N:20]([CH3:28])[C:21](=[O:27])[O:22][C:23]([CH3:26])([CH3:25])[CH3:24].[CH3:36][O:37][CH2:38][CH2:39][CH2:40]O.C1(P(C2C=CC=CC=2)C2C=CC=CC=2)C=CC=CC=1.[Cl-].[NH4+]. (6) Given the product [C:45]([CH2:44][O:41][C:38]1[CH:39]=[C:40]2[C:35](=[CH:36][CH:37]=1)[NH:34][CH:33]=[C:32]2[CH2:31][C@H:29]([NH:30][C:16]([C:14]1[C:13]([CH3:19])=[CH:12][C:11]2[N:7]([CH:1]3[CH2:2][CH2:3][CH2:4][CH2:5][CH2:6]3)[C:8]([C:20]3[CH:24]=[CH:23][O:22][CH:21]=3)=[N:9][C:10]=2[CH:15]=1)=[O:17])[C:28]([OH:27])=[O:42])([OH:47])=[O:46], predict the reactants needed to synthesize it. The reactants are: [CH:1]1([N:7]2[C:11]3[CH:12]=[C:13]([CH3:19])[C:14]([C:16](O)=[O:17])=[CH:15][C:10]=3[N:9]=[C:8]2[C:20]2[CH:24]=[CH:23][O:22][CH:21]=2)[CH2:6][CH2:5][CH2:4][CH2:3][CH2:2]1.Cl.C[O:27][C:28](=[O:42])[C@H:29]([CH2:31][C:32]1[C:40]2[C:35](=[CH:36][CH:37]=[C:38]([OH:41])[CH:39]=2)[NH:34][CH:33]=1)[NH2:30].Br[CH2:44][C:45]([O:47]C)=[O:46]. (7) Given the product [Cl:1][C:2]1[C:7]([F:8])=[CH:6][CH:5]=[CH:4][C:3]=1[OH:12], predict the reactants needed to synthesize it. The reactants are: [Cl:1][C:2]1[C:7]([F:8])=[CH:6][CH:5]=[CH:4][C:3]=1B(O)O.[OH:12]O.